This data is from Full USPTO retrosynthesis dataset with 1.9M reactions from patents (1976-2016). The task is: Predict the reactants needed to synthesize the given product. (1) Given the product [Cl:1][C:2]1[N:3]=[N:4][C:5]([C:16]2[CH:15]=[CH:14][CH:13]=[C:12]([N+:9]([O-:11])=[O:10])[CH:17]=2)=[CH:6][CH:7]=1, predict the reactants needed to synthesize it. The reactants are: [Cl:1][C:2]1[N:3]=[N:4][C:5](Cl)=[CH:6][CH:7]=1.[N+:9]([C:12]1[CH:13]=[C:14](B(O)O)[CH:15]=[CH:16][CH:17]=1)([O-:11])=[O:10].C(=O)([O-])[O-].[Na+].[Na+]. (2) Given the product [CH2:12]([N:4]1[C:3]2[C:19](=[O:21])[NH:29][CH:28]=[N:1][C:2]=2[C:6]([C:7]([O:9][CH2:10][CH3:11])=[O:8])=[CH:5]1)[C:13]1[CH:14]=[CH:15][CH:16]=[CH:17][CH:18]=1, predict the reactants needed to synthesize it. The reactants are: [NH2:1][C:2]1[C:6]([C:7]([O:9][CH2:10][CH3:11])=[O:8])=[CH:5][N:4]([CH2:12][C:13]2[CH:18]=[CH:17][CH:16]=[CH:15][CH:14]=2)[C:3]=1[C:19]([O:21]CC)=O.C(O)(=O)C.[CH:28](N)=[NH:29].C([O-])(O)=O.[Na+].